The task is: Predict the product of the given reaction.. This data is from Forward reaction prediction with 1.9M reactions from USPTO patents (1976-2016). (1) Given the reactants C(Cl)(=O)C(Cl)=O.CS(C)=O.[C:11]([SiH2:15][O:16][C:17]([CH3:43])([CH3:42])[C@@:18]([NH:38][C:39](=[O:41])[CH3:40])([CH3:37])[CH2:19][CH2:20][C:21]1[CH:26]=[CH:25][C:24]([CH:27]([OH:36])[CH2:28][CH2:29][CH2:30][CH2:31][C:32]([F:35])([F:34])[F:33])=[CH:23][CH:22]=1)([CH3:14])([CH3:13])[CH3:12].C(N(CC)CC)C, predict the reaction product. The product is: [C:11]([SiH2:15][O:16][C:17]([CH3:43])([CH3:42])[C@@:18]([NH:38][C:39](=[O:41])[CH3:40])([CH3:37])[CH2:19][CH2:20][C:21]1[CH:26]=[CH:25][C:24]([C:27](=[O:36])[CH2:28][CH2:29][CH2:30][CH2:31][C:32]([F:35])([F:33])[F:34])=[CH:23][CH:22]=1)([CH3:14])([CH3:12])[CH3:13]. (2) Given the reactants B(F)(F)F.CCOCC.C([NH2:13])(=O)C.[C:14]([C:18]1[CH:58]=[CH:57][C:21]([C:22]([NH:24][C@H:25]([C:53]([O:55][CH3:56])=[O:54])[CH2:26][C:27]2[CH:52]=[CH:51][C:30]([C:31]([O:33][CH2:34][C:35]([C:37]3[CH:42]=[CH:41][C:40]([O:43][CH2:44][CH2:45][CH2:46][CH2:47][CH2:48][CH2:49][CH3:50])=[CH:39][CH:38]=3)=O)=O)=[CH:29][CH:28]=2)=[O:23])=[CH:20][CH:19]=1)([CH3:17])([CH3:16])[CH3:15], predict the reaction product. The product is: [C:14]([C:18]1[CH:58]=[CH:57][C:21]([C:22]([NH:24][C@@H:25]([CH2:26][C:27]2[CH:52]=[CH:51][C:30]([C:31]3[O:33][CH:34]=[C:35]([C:37]4[CH:42]=[CH:41][C:40]([O:43][CH2:44][CH2:45][CH2:46][CH2:47][CH2:48][CH2:49][CH3:50])=[CH:39][CH:38]=4)[N:13]=3)=[CH:29][CH:28]=2)[C:53]([O:55][CH3:56])=[O:54])=[O:23])=[CH:20][CH:19]=1)([CH3:17])([CH3:16])[CH3:15]. (3) Given the reactants [OH:1][C:2]1[CH:11]=[CH:10][C:5]([C:6]([O:8][CH3:9])=[O:7])=[CH:4][CH:3]=1.[Cl-].[Mg+2].[Cl-].[CH2:15]=[O:16], predict the reaction product. The product is: [CH:15]([C:11]1[CH:10]=[C:5]([CH:4]=[CH:3][C:2]=1[OH:1])[C:6]([O:8][CH3:9])=[O:7])=[O:16]. (4) Given the reactants Cl[C:2]([C@@H:4]1[CH2:10][CH:9]2[CH:7]([CH2:8]2)[CH2:6][C@H:5]1[C:11]([O:13][CH3:14])=[O:12])=[O:3].[CH3:15][Si](C=[N+]=[N-])(C)C.[ClH:22], predict the reaction product. The product is: [Cl:22][CH2:15][C:2]([C@@H:4]1[CH2:10][CH:9]2[CH:7]([CH2:8]2)[CH2:6][C@H:5]1[C:11]([O:13][CH3:14])=[O:12])=[O:3]. (5) Given the reactants C[C:2]1[C:3](C)=[C:4]([C:12]#[C:13]CO)[C:5]2[C:10]([CH:11]=1)=[CH:9][CH:8]=[CH:7][CH:6]=2.[OH-].[Na+].C1(C)C=CC=CC=1, predict the reaction product. The product is: [C:4]1([C:12]#[CH:13])[C:5]2[C:10](=[CH:9][CH:8]=[CH:7][CH:6]=2)[CH:11]=[CH:2][CH:3]=1. (6) Given the reactants FC1C=CC=CC=1C1[N:9]=[C:10]([CH3:22])[N:11]2C=1[C:15]([N:17]1[CH:21]=[N:20][CH:19]=[N:18]1)=[N:14][CH:13]=[N:12]2.Br[CH2:24][C:25]([C:27]1[CH:32]=[CH:31][C:30]([F:33])=[CH:29][C:28]=1[Cl:34])=O, predict the reaction product. The product is: [Cl:34][C:28]1[CH:29]=[C:30]([F:33])[CH:31]=[CH:32][C:27]=1[C:25]1[N:9]=[C:10]([CH3:22])[N:11]2[C:24]=1[C:15]([N:17]1[CH:21]=[N:20][CH:19]=[N:18]1)=[N:14][CH:13]=[N:12]2. (7) Given the reactants C([O:4][CH2:5][CH2:6][N:7]1[CH:11]=[C:10]([B:12]2[O:16][C:15]([CH3:18])([CH3:17])[C:14]([CH3:20])([CH3:19])[O:13]2)[CH:9]=[N:8]1)(=O)C.C1COCC1.[Li+].[OH-].Cl, predict the reaction product. The product is: [CH3:19][C:14]1([CH3:20])[C:15]([CH3:17])([CH3:18])[O:16][B:12]([C:10]2[CH:9]=[N:8][N:7]([CH2:6][CH2:5][OH:4])[CH:11]=2)[O:13]1.